From a dataset of Catalyst prediction with 721,799 reactions and 888 catalyst types from USPTO. Predict which catalyst facilitates the given reaction. (1) Reactant: [Si]([O:8][CH2:9][C:10]1([CH3:36])[S:16][CH2:15][CH2:14][N:13]2[C:17]([C:20]3([C:23]4[CH:28]=[CH:27][C:26]([C:29]5[CH:30]=[N:31][N:32]([CH3:34])[CH:33]=5)=[CH:25][C:24]=4[F:35])[CH2:22][CH2:21]3)=[N:18][N:19]=[C:12]2[CH2:11]1)(C(C)(C)C)(C)C.Cl. Product: [F:35][C:24]1[CH:25]=[C:26]([C:29]2[CH:30]=[N:31][N:32]([CH3:34])[CH:33]=2)[CH:27]=[CH:28][C:23]=1[C:20]1([C:17]2[N:13]3[CH2:14][CH2:15][S:16][C:10]([CH2:9][OH:8])([CH3:36])[CH2:11][C:12]3=[N:19][N:18]=2)[CH2:21][CH2:22]1. The catalyst class is: 5. (2) Reactant: [NH:1]1[C:9]2[C:4](=[CH:5][CH:6]=[CH:7][CH:8]=2)[C:3](/[CH:10]=[CH:11]/[C:12]2[CH:21]=[CH:20][C:15]([C:16]([O:18]C)=[O:17])=[CH:14][CH:13]=2)=[N:2]1.[OH-].[Na+]. Product: [NH:1]1[C:9]2[C:4](=[CH:5][CH:6]=[CH:7][CH:8]=2)[C:3](/[CH:10]=[CH:11]/[C:12]2[CH:21]=[CH:20][C:15]([C:16]([OH:18])=[O:17])=[CH:14][CH:13]=2)=[N:2]1. The catalyst class is: 5. (3) Reactant: [NH2:1][CH:2]([C:5]([F:8])([F:7])[F:6])[CH2:3][OH:4].[CH3:9][C:10]([O:13][C:14](O[C:14]([O:13][C:10]([CH3:12])([CH3:11])[CH3:9])=[O:15])=[O:15])([CH3:12])[CH3:11]. Product: [F:6][C:5]([F:8])([F:7])[CH:2]([NH:1][C:14](=[O:15])[O:13][C:10]([CH3:12])([CH3:11])[CH3:9])[CH2:3][OH:4]. The catalyst class is: 2. (4) Reactant: C(O[C:6]([N:8]1[CH2:12][C@H:11]([OH:13])C[C@@H]1C(O)=O)=O)(C)(C)C.Br[C:18]1[CH:19]=[C:20]([CH:25]=[C:26]([C:28]([N:30]2[CH2:34][CH2:33][CH2:32][C@@H:31]2[CH2:35][O:36][CH3:37])=[O:29])[CH:27]=1)[C:21]([O:23]C)=[O:22].BrC1C=C(C=C(C(OC)=O)C=1)C(O)=O.CCN(C(C)C)C(C)C.CN(C(ON1N=NC2C=CC=NC1=2)=[N+](C)C)C.F[P-](F)(F)(F)(F)F.COC[C@H]1CCCN1. Product: [CH3:37][O:36][CH2:35][C@H:31]1[CH2:32][CH2:33][CH2:34][N:30]1[C:28]([C:26]1[CH:25]=[C:20]([CH:19]=[C:18]([C:6]2[O:13][CH:11]=[CH:12][N:8]=2)[CH:27]=1)[C:21]([OH:23])=[O:22])=[O:29]. The catalyst class is: 4. (5) Reactant: [CH3:1][C:2]1[NH:3][CH:4]=[C:5]([C:7]([OH:9])=O)[N:6]=1.CN(C(ON1N=NC2C1=CC=CC=2)=[N+](C)C)C.F[P-](F)(F)(F)(F)F.Cl.CN(C)CCCN=C=NCC.CCN(C(C)C)C(C)C.[NH2:55][C@@H:56]([CH3:72])[CH2:57][N:58]1[CH:62]=[CH:61][C:60]([C:63]2[CH:70]=[CH:69][C:66]([C:67]#[N:68])=[C:65]([Cl:71])[CH:64]=2)=[N:59]1. Product: [Cl:71][C:65]1[CH:64]=[C:63]([C:60]2[CH:61]=[CH:62][N:58]([CH2:57][C@@H:56]([NH:55][C:7]([C:5]3[N:6]=[C:2]([CH3:1])[NH:3][CH:4]=3)=[O:9])[CH3:72])[N:59]=2)[CH:70]=[CH:69][C:66]=1[C:67]#[N:68]. The catalyst class is: 35. (6) Reactant: [H-].[H-].[H-].[H-].[Li+].[Al+3].C([O:9][C:10](=O)[CH2:11][CH2:12][C:13]1[CH:18]=[CH:17][C:16]([CH2:19][OH:20])=[CH:15][C:14]=1[O:21][CH3:22])C. Product: [OH:20][CH2:19][C:16]1[CH:17]=[CH:18][C:13]([CH2:12][CH2:11][CH2:10][OH:9])=[C:14]([O:21][CH3:22])[CH:15]=1. The catalyst class is: 1. (7) Reactant: Cl[C:2]1[N:7]2[N:8]=[CH:9][N:10]=[C:6]2[N:5]=[C:4]([CH2:11][CH3:12])[C:3]=1[CH2:13][CH2:14][CH2:15][CH2:16][C:17]([F:21])=[C:18]([F:20])[F:19].[NH3:22]. Product: [CH2:11]([C:4]1[C:3]([CH2:13][CH2:14][CH2:15][CH2:16][C:17]([F:21])=[C:18]([F:20])[F:19])=[C:2]([NH2:22])[N:7]2[N:8]=[CH:9][N:10]=[C:6]2[N:5]=1)[CH3:12]. The catalyst class is: 24.